This data is from Catalyst prediction with 721,799 reactions and 888 catalyst types from USPTO. The task is: Predict which catalyst facilitates the given reaction. (1) Reactant: Cl.[C:2]1(=[O:12])[C:6]2([CH2:11][CH2:10][NH:9][CH2:8][CH2:7]2)[CH2:5][CH2:4][NH:3]1.C(N(CC)CC)C.[Cl:20][C:21]1[CH:22]=[C:23]([S:32](Cl)(=[O:34])=[O:33])[CH:24]=[CH:25][C:26]=1[O:27][C:28]([F:31])([F:30])[F:29]. Product: [Cl:20][C:21]1[CH:22]=[C:23]([S:32]([N:9]2[CH2:10][CH2:11][C:6]3([C:2](=[O:12])[NH:3][CH2:4][CH2:5]3)[CH2:7][CH2:8]2)(=[O:33])=[O:34])[CH:24]=[CH:25][C:26]=1[O:27][C:28]([F:30])([F:29])[F:31]. The catalyst class is: 4. (2) Reactant: [N+:1]([C:4]1[CH:5]=[C:6]([CH:10]=[CH:11][CH:12]=1)[C:7](Cl)=[O:8])([O-:3])=[O:2].[CH3:13][N:14]1[CH2:19][CH2:18][NH:17][CH2:16][CH2:15]1. Product: [CH3:13][N:14]1[CH2:19][CH2:18][N:17]([C:7]([C:6]2[CH:10]=[CH:11][CH:12]=[C:4]([N+:1]([O-:3])=[O:2])[CH:5]=2)=[O:8])[CH2:16][CH2:15]1. The catalyst class is: 20. (3) Reactant: Cl[CH2:2][C:3]1[C:8]([O:9][CH3:10])=[N:7][C:6]([O:11][CH3:12])=[CH:5][N:4]=1.[NH:13]1[CH:17]=[CH:16][N:15]=[C:14]1[C:18]1[S:19][CH:20]=[CH:21][N:22]=1.C([O-])([O-])=O.[K+].[K+]. Product: [CH3:10][O:9][C:8]1[C:3]([CH2:2][N:13]2[CH:17]=[CH:16][N:15]=[C:14]2[C:18]2[S:19][CH:20]=[CH:21][N:22]=2)=[N:4][CH:5]=[C:6]([O:11][CH3:12])[N:7]=1. The catalyst class is: 3. (4) Reactant: [Br:1][C:2]1[CH:10]=[CH:9][C:5]([C:6](O)=[O:7])=[CH:4][C:3]=1[CH:11]([Br:13])[Br:12].CN(C=O)C.C(Cl)(=O)C([Cl:22])=O. Product: [Br:1][C:2]1[CH:10]=[CH:9][C:5]([C:6]([Cl:22])=[O:7])=[CH:4][C:3]=1[CH:11]([Br:13])[Br:12]. The catalyst class is: 11. (5) Reactant: [CH3:1][O:2][C:3]([CH:5]([CH:12]1[NH:17][CH2:16][CH2:15][CH2:14][CH2:13]1)[C:6]1[CH:7]=[CH:8][CH:9]=[CH:10][CH:11]=1)=[O:4].[ClH:18].C(O)(C)C. Product: [CH3:1][O:2][C:3]([CH:5]([CH:12]1[NH:17][CH2:16][CH2:15][CH2:14][CH2:13]1)[C:6]1[CH:11]=[CH:10][CH:9]=[CH:8][CH:7]=1)=[O:4].[ClH:18]. The catalyst class is: 32. (6) Reactant: [C:1]([OH:10])(=[O:9])/[CH:2]=[CH:3]\[CH:4]=[CH:5]\[C:6]([OH:8])=[O:7].II. Product: [C:1]([OH:10])(=[O:9])/[CH:2]=[CH:3]/[CH:4]=[CH:5]/[C:6]([OH:8])=[O:7]. The catalyst class is: 10. (7) Reactant: [CH3:1][O:2][C:3]1[CH:4]=[C:5]([CH:28]=[C:29]([O:33][CH3:34])[C:30]=1[O:31][CH3:32])[C:6]([C:8]1[N:9]=[C:10]([C:13]2[CH:27]=[CH:26][C:16]([CH2:17][NH:18]C(=O)OC(C)(C)C)=[CH:15][CH:14]=2)[S:11][CH:12]=1)=[O:7].C(Cl)[Cl:36].Cl. Product: [ClH:36].[NH2:18][CH2:17][C:16]1[CH:15]=[CH:14][C:13]([C:10]2[S:11][CH:12]=[C:8]([C:6]([C:5]3[CH:28]=[C:29]([O:33][CH3:34])[C:30]([O:31][CH3:32])=[C:3]([O:2][CH3:1])[CH:4]=3)=[O:7])[N:9]=2)=[CH:27][CH:26]=1. The catalyst class is: 12.